Dataset: Reaction yield outcomes from USPTO patents with 853,638 reactions. Task: Predict the reaction yield, written as a fraction of the theoretical maximum amount of product (1.0 means a 100% yield; for example, 0.34 means a 34% yield). The reactants are [CH2:1]([N:4]1[C:9](=[O:10])[C:8](Br)=[N:7][N:6]([C:12]2[CH:13]=[C:14]([NH:18][C:19](=[O:21])[CH3:20])[CH:15]=[CH:16][CH:17]=2)[C:5]1=[O:22])[CH:2]=[CH2:3].[Na].[CH3:24][OH:25]. No catalyst specified. The product is [CH2:1]([N:4]1[C:9](=[O:10])[C:8]([O:25][CH3:24])=[N:7][N:6]([C:12]2[CH:13]=[C:14]([NH:18][C:19](=[O:21])[CH3:20])[CH:15]=[CH:16][CH:17]=2)[C:5]1=[O:22])[CH:2]=[CH2:3]. The yield is 0.860.